This data is from Full USPTO retrosynthesis dataset with 1.9M reactions from patents (1976-2016). The task is: Predict the reactants needed to synthesize the given product. (1) Given the product [CH3:1][O:2][C:3]1[CH:9]=[CH:8][C:6]([NH:7][C:11]2[C:12]3[C:19]([CH3:20])=[CH:18][S:17][C:13]=3[N:14]=[CH:15][N:16]=2)=[CH:5][CH:4]=1, predict the reactants needed to synthesize it. The reactants are: [CH3:1][O:2][C:3]1[CH:9]=[CH:8][C:6]([NH2:7])=[CH:5][CH:4]=1.Cl[C:11]1[C:12]2[C:19]([CH3:20])=[CH:18][S:17][C:13]=2[N:14]=[CH:15][N:16]=1. (2) Given the product [ClH:1].[F:9][C:7]1[CH:6]=[C:5]([S:10]([C:13]2[CH:14]=[C:15]3[C:19](=[CH:20][CH:21]=2)[N:18]([CH:22]2[CH2:27][CH2:26][N:25]([CH2:28][CH2:29][CH3:30])[CH2:24][CH2:23]2)[CH2:17][CH2:16]3)(=[O:12])=[O:11])[CH:4]=[C:3]([F:2])[CH:8]=1, predict the reactants needed to synthesize it. The reactants are: [ClH:1].[F:2][C:3]1[CH:4]=[C:5]([S:10]([C:13]2[CH:14]=[C:15]3[C:19](=[CH:20][CH:21]=2)[N:18]([CH:22]2[CH2:27][CH2:26][NH:25][CH2:24][CH2:23]2)[CH2:17][CH2:16]3)(=[O:12])=[O:11])[CH:6]=[C:7]([F:9])[CH:8]=1.[CH:28](=O)[CH2:29][CH3:30]. (3) Given the product [Cl:16][C:9]1[N:10]=[N:11][CH:12]=[C:7]([C:1]2[CH:6]=[CH:5][CH:4]=[CH:3][CH:2]=2)[CH:8]=1, predict the reactants needed to synthesize it. The reactants are: [C:1]1([C:7]2[CH:8]=[C:9](O)[N:10]=[N:11][CH:12]=2)[CH:6]=[CH:5][CH:4]=[CH:3][CH:2]=1.P(Cl)(Cl)([Cl:16])=O. (4) The reactants are: [CH3:1][C:2]1[C:3]([N+:12]([O-])=O)=[C:4]([NH:8][CH2:9][CH2:10][CH3:11])[CH:5]=[CH:6][CH:7]=1. Given the product [CH3:1][C:2]1[CH:7]=[CH:6][CH:5]=[C:4]([NH:8][CH2:9][CH2:10][CH3:11])[C:3]=1[NH2:12], predict the reactants needed to synthesize it. (5) Given the product [F:1][C:2]1[C:3]([O:18][CH2:19][C:20]2[CH:25]=[CH:24][CH:23]=[CH:22][CH:21]=2)=[C:4]([CH:15]=[CH:16][CH:17]=1)[C:5]([OH:7])=[O:6], predict the reactants needed to synthesize it. The reactants are: [F:1][C:2]1[C:3]([O:18][CH2:19][C:20]2[CH:25]=[CH:24][CH:23]=[CH:22][CH:21]=2)=[C:4]([CH:15]=[CH:16][CH:17]=1)[C:5]([O:7]CC1C=CC=CC=1)=[O:6].[OH-].[Na+]. (6) The reactants are: I[C:2]1[N:10]=[CH:9][N:8]=[C:7]2[C:3]=1[N:4]=[CH:5][N:6]2[C@H:11]1[C@@H:15]2[O:16][C:17]([CH3:20])([CH3:19])[O:18][C@@H:14]2[C@@H:13]([CH2:21][NH:22][S:23]([NH2:26])(=[O:25])=[O:24])[O:12]1.[C:27]1([C:33]#[CH:34])[CH:32]=[CH:31][CH:30]=[CH:29][CH:28]=1.CCN(C(C)C)C(C)C. Given the product [CH3:19][C:17]1([CH3:20])[O:16][C@H:15]2[C@H:11]([N:6]3[CH:5]=[N:4][C:3]4[C:7]3=[N:8][CH:9]=[N:10][C:2]=4[CH2:34][CH2:33][C:27]3[CH:32]=[CH:31][CH:30]=[CH:29][CH:28]=3)[O:12][C@H:13]([CH2:21][NH:22][S:23]([NH2:26])(=[O:25])=[O:24])[C@H:14]2[O:18]1, predict the reactants needed to synthesize it.